Dataset: Forward reaction prediction with 1.9M reactions from USPTO patents (1976-2016). Task: Predict the product of the given reaction. Given the reactants [NH2:1][S:2]([C:5]1[CH:6]=[CH:7][C:8]([N:11]2[C:15]([CH3:16])=[CH:14][C:13]([C:17]([O:19]CC)=[O:18])=[N:12]2)=[N:9][CH:10]=1)(=[O:4])=[O:3].[OH-].[Na+].Cl, predict the reaction product. The product is: [NH2:1][S:2]([C:5]1[CH:6]=[CH:7][C:8]([N:11]2[C:15]([CH3:16])=[CH:14][C:13]([C:17]([OH:19])=[O:18])=[N:12]2)=[N:9][CH:10]=1)(=[O:4])=[O:3].